From a dataset of Forward reaction prediction with 1.9M reactions from USPTO patents (1976-2016). Predict the product of the given reaction. (1) Given the reactants [F:1][C:2]1[CH:7]=[CH:6][CH:5]=[C:4]([F:8])[C:3]=1[CH2:9][C:10]([O:12][CH:13]([C:15](=O)[C:16]1[CH:21]=[CH:20][CH:19]=[CH:18][CH:17]=1)[CH3:14])=[O:11].C1CCN2C(=NCCC2)CC1.Cl.O, predict the reaction product. The product is: [F:1][C:2]1[CH:7]=[CH:6][CH:5]=[C:4]([F:8])[C:3]=1[C:9]1[C:10](=[O:11])[O:12][CH:13]([CH3:14])[C:15]=1[C:16]1[CH:21]=[CH:20][CH:19]=[CH:18][CH:17]=1. (2) Given the reactants [CH3:1][O:2][C:3](=[O:24])[C@H:4]([CH2:16][C:17]1[CH:22]=[CH:21][C:20]([NH2:23])=[CH:19][CH:18]=1)[NH:5][C:6]([C:8]1[C:13]([CH3:14])=[CH:12][CH:11]=[CH:10][C:9]=1[Cl:15])=[S:7].[Cl:25][C:26]1[CH:34]=[CH:33][CH:32]=[C:31]([Cl:35])[C:27]=1[C:28](Cl)=[O:29].C(N(C(C)C)CC)(C)C.O, predict the reaction product. The product is: [CH3:1][O:2][C:3](=[O:24])[C@H:4]([CH2:16][C:17]1[CH:22]=[CH:21][C:20]([NH:23][C:28]([C:27]2[C:26]([Cl:25])=[CH:34][CH:33]=[CH:32][C:31]=2[Cl:35])=[O:29])=[CH:19][CH:18]=1)[NH:5][C:6]([C:8]1[C:13]([CH3:14])=[CH:12][CH:11]=[CH:10][C:9]=1[Cl:15])=[S:7]. (3) Given the reactants [C:1]([Mg]Br)#[C:2][CH3:3].C1COCC1.[N:11]12[CH2:18][CH2:17][CH:14]([CH2:15][CH2:16]1)[CH:13]([NH:19][C:20]([C:22]1[CH:23]=[CH:24][CH:25]=[C:26]3[O:30][C:29]([C:31]4[CH:36]=[CH:35][C:34](I)=[CH:33][CH:32]=4)=[N:28][C:27]=13)=[O:21])[CH2:12]2, predict the reaction product. The product is: [N:11]12[CH2:18][CH2:17][CH:14]([CH2:15][CH2:16]1)[CH:13]([NH:19][C:20]([C:22]1[CH:23]=[CH:24][CH:25]=[C:26]3[O:30][C:29]([C:31]4[CH:36]=[CH:35][C:34]([C:1]#[C:2][CH3:3])=[CH:33][CH:32]=4)=[N:28][C:27]=13)=[O:21])[CH2:12]2.